This data is from Forward reaction prediction with 1.9M reactions from USPTO patents (1976-2016). The task is: Predict the product of the given reaction. (1) Given the reactants [OH:1][CH2:2][C:3]([CH3:9])([CH3:8])[C:4]([O:6][CH3:7])=[O:5].CC(OI1(OC(C)=O)(OC(C)=O)OC(=O)C2C=CC=CC1=2)=O, predict the reaction product. The product is: [CH3:8][C:3]([CH3:9])([CH:2]=[O:1])[C:4]([O:6][CH3:7])=[O:5]. (2) The product is: [S:9]1[C:5]2[CH:4]=[CH:3][C:2]([C:11]#[N:12])=[CH:10][C:6]=2[N:7]=[CH:8]1. Given the reactants Br[C:2]1[CH:3]=[CH:4][C:5]2[S:9][CH:8]=[N:7][C:6]=2[CH:10]=1.[CH3:11][N:12](C)C=O, predict the reaction product. (3) The product is: [N:22]1[CH:23]=[CH:24][C:25]([C:28]2[N:15]=[C:13]3[NH:14][CH:9]([C:6]4[CH:7]=[CH:8][N:3]=[CH:4][CH:5]=4)[CH2:10][CH2:11][N:12]3[C:30](=[O:32])[CH:29]=2)=[CH:26][CH:27]=1. Given the reactants Cl.Cl.[N:3]1[CH:8]=[CH:7][C:6]([CH:9]2[NH:14][C:13]([NH2:15])=[N:12][CH2:11][CH2:10]2)=[CH:5][CH:4]=1.C(=O)([O-])[O-].[K+].[K+].[N:22]1[CH:27]=[CH:26][C:25]([C:28](=O)[CH2:29][C:30]([O:32]CC)=O)=[CH:24][CH:23]=1, predict the reaction product. (4) Given the reactants [NH2:1][CH2:2][CH2:3][NH:4][C:5]([C@:7]12[CH2:42][CH2:41][C@@H:40]([C:43]([CH3:45])=[CH2:44])[C@@H:8]1[C@@H:9]1[C@@:22]([CH3:25])([CH2:23][CH2:24]2)[C@@:21]2([CH3:26])[C@@H:12]([C@:13]3([CH3:39])[C@@H:18]([CH2:19][CH2:20]2)[C:17]([CH3:28])([CH3:27])[C:16]([C:29]2[CH:38]=[CH:37][C:32]([C:33]([O:35][CH3:36])=[O:34])=[CH:31][CH:30]=2)=[CH:15][CH2:14]3)[CH2:11][CH2:10]1)=[O:6].Br[CH2:47][C:48]([O:50][CH3:51])=[O:49].C(=O)([O-])[O-:53].[K+].[K+].[O:58]1[CH2:63]CO[CH2:60][CH2:59]1, predict the reaction product. The product is: [CH3:36][O:35][C:33]([C:32]1[CH:31]=[CH:30][C:29]([C:16]2[C:17]([CH3:27])([CH3:28])[C@H:18]3[C@:13]([CH3:39])([CH2:14][CH:15]=2)[C@@H:12]2[C@:21]([CH3:26])([C@@:22]4([CH3:25])[C@H:9]([CH2:10][CH2:11]2)[C@H:8]2[C@H:40]([C:43]([CH3:45])=[CH2:44])[CH2:41][CH2:42][C@:7]2([C:5]([NH:4][CH2:3][CH2:2][N:1]([CH2:60][C:59]([O:58][CH3:63])=[O:53])[CH2:47][C:48]([O:50][CH3:51])=[O:49])=[O:6])[CH2:24][CH2:23]4)[CH2:20][CH2:19]3)=[CH:38][CH:37]=1)=[O:34]. (5) Given the reactants [C:1]([O:5][C:6]([N:8]1[CH2:12][CH2:11][C@@H:10]([C:13]([NH:15][NH:16][C:17]([C@H:19]2[CH2:25][CH2:24][C@@H:23]3[CH2:26][N:20]2[C:21](=[O:35])[N:22]3[O:27]CC2C=CC=CC=2)=[O:18])=[O:14])[CH2:9]1)=[O:7])([CH3:4])([CH3:3])[CH3:2], predict the reaction product. The product is: [C:1]([O:5][C:6]([N:8]1[CH2:12][CH2:11][C@@H:10]([C:13]([NH:15][NH:16][C:17]([C@H:19]2[CH2:25][CH2:24][C@@H:23]3[CH2:26][N:20]2[C:21](=[O:35])[N:22]3[OH:27])=[O:18])=[O:14])[CH2:9]1)=[O:7])([CH3:4])([CH3:2])[CH3:3]. (6) Given the reactants [Br:1][C:2]1[CH:3]=[C:4]2[C:12](=[CH:13][CH:14]=1)[NH:11][C:10]1[CH:9]([NH2:15])[CH2:8][CH2:7][CH2:6][C:5]2=1.[CH3:16][N:17]([CH3:27])[C:18]1[CH:23]=[CH:22][C:21]([N:24]=[C:25]=[O:26])=[CH:20][CH:19]=1, predict the reaction product. The product is: [Br:1][C:2]1[CH:3]=[C:4]2[C:12](=[CH:13][CH:14]=1)[NH:11][C:10]1[CH:9]([NH:15][C:25]([NH:24][C:21]3[CH:22]=[CH:23][C:18]([N:17]([CH3:27])[CH3:16])=[CH:19][CH:20]=3)=[O:26])[CH2:8][CH2:7][CH2:6][C:5]2=1. (7) The product is: [ClH:1].[CH3:23][C:6]1[C:7]2[O:13][CH2:12][CH:11]3[CH2:14][NH:15][CH2:16][CH2:17][N:10]3[C:9](=[O:18])[C:8]=2[CH:19]=[CH:4][CH:5]=1. Given the reactants [ClH:1].CO[C:4]1[CH:5]=[CH:6][C:7]2[O:13][CH2:12][CH:11]3[CH2:14][NH:15][CH2:16][CH2:17][N:10]3[C:9](=[O:18])[C:8]=2[CH:19]=1.Cl.Cl.O1CCN(C2C=CC3C(=O)N4CCNCC4COC=3N=2)C[CH2:23]1.CC1C(F)=C(C=CC=1)C(O)=O.OCC1NCCN(C(OC(C)(C)C)=O)C1, predict the reaction product.